Task: Predict the reactants needed to synthesize the given product.. Dataset: Full USPTO retrosynthesis dataset with 1.9M reactions from patents (1976-2016) Given the product [Cl:1][C:2]1[CH:3]=[C:4]([CH:17]=[CH:18][C:19]=1[Cl:20])[CH2:5][C:6]1[CH:14]=[CH:13][C:9]([C:10]([NH:12][S:31]([CH3:34])(=[O:33])=[O:32])=[O:11])=[CH:8][C:7]=1[O:15][CH3:16], predict the reactants needed to synthesize it. The reactants are: [Cl:1][C:2]1[CH:3]=[C:4]([CH:17]=[CH:18][C:19]=1[Cl:20])[CH2:5][C:6]1[CH:14]=[CH:13][C:9]([C:10]([NH2:12])=[O:11])=[CH:8][C:7]=1[O:15][CH3:16].[Li+].C[Si]([N-][Si](C)(C)C)(C)C.[S:31](Cl)([CH3:34])(=[O:33])=[O:32].